From a dataset of Full USPTO retrosynthesis dataset with 1.9M reactions from patents (1976-2016). Predict the reactants needed to synthesize the given product. (1) Given the product [C:48]([N:34]1[CH2:35][C:23]2[C:24](=[N:25][N:26]([C:27]3[CH:32]=[CH:31][CH:30]=[CH:29][CH:28]=3)[C:22]=2[NH:21][C:19]([NH:18][C@H:9]2[C@H:10]([C:12]3[CH:17]=[CH:16][CH:15]=[CH:14][CH:13]=3)[CH2:11][N:7]([CH2:6][CH2:5][O:4][CH3:3])[CH2:8]2)=[O:20])[CH2:33]1)(=[O:50])[CH3:49], predict the reactants needed to synthesize it. The reactants are: Cl.Cl.[CH3:3][O:4][CH2:5][CH2:6][N:7]1[CH2:11][C@@H:10]([C:12]2[CH:17]=[CH:16][CH:15]=[CH:14][CH:13]=2)[C@H:9]([NH:18][C:19]([NH:21][C:22]2[N:26]([C:27]3[CH:32]=[CH:31][CH:30]=[CH:29][CH:28]=3)[N:25]=[C:24]3[CH2:33][NH:34][CH2:35][C:23]=23)=[O:20])[CH2:8]1.CCN(C(C)C)C(C)C.C(#N)C.[C:48](O)(=[O:50])[CH3:49].CN(C(ON1N=NC2C=CC=NC1=2)=[N+](C)C)C.F[P-](F)(F)(F)(F)F. (2) The reactants are: CC(N[C:5]1[CH:6]=[CH:7][C:8]([OH:11])=[CH:9][CH:10]=1)=O.CO[C@@H:14]1[C@@H:19](O)[C@@H:18](O)[C@H:17](O)[C@H:16]([OH:23])[C@H:15]1O. Given the product [CH3:7][CH2:6]/[C:5](/[C:5]1[CH:10]=[CH:9][C:8]([OH:11])=[CH:7][CH:6]=1)=[C:10](\[C:19]1[CH:18]=[CH:17][C:16]([OH:23])=[CH:15][CH:14]=1)/[CH2:9][CH3:8], predict the reactants needed to synthesize it. (3) Given the product [C:4]([C:3]1[C:2]([NH:12][C:13]2[CH:14]=[CH:15][C:16]([C:17]([O:19][CH3:20])=[O:18])=[CH:21][CH:22]=2)=[N:10][C:9]([Cl:11])=[CH:8][CH:7]=1)(=[O:5])[NH2:6], predict the reactants needed to synthesize it. The reactants are: Cl[C:2]1[N:10]=[C:9]([Cl:11])[CH:8]=[CH:7][C:3]=1[C:4]([NH2:6])=[O:5].[NH2:12][C:13]1[CH:22]=[CH:21][C:16]([C:17]([O:19][CH3:20])=[O:18])=[CH:15][CH:14]=1.C[Si]([N-][Si](C)(C)C)(C)C.[Li+]. (4) Given the product [Cl:1][C:2]1[CH:15]=[C:14]([F:16])[C:13]([N:17]2[C:22](=[O:23])[CH:21]=[C:20]([C:24]([F:25])([F:26])[F:27])[N:19]([CH3:28])[C:18]2=[O:29])=[CH:12][C:3]=1[O:4][C:5]1[CH:10]=[CH:9][CH:8]=[CH:7][C:6]=1[O:11][CH:37]([CH3:42])[C:38]([O:40][CH3:41])=[O:39], predict the reactants needed to synthesize it. The reactants are: [Cl:1][C:2]1[CH:15]=[C:14]([F:16])[C:13]([N:17]2[C:22](=[O:23])[CH:21]=[C:20]([C:24]([F:27])([F:26])[F:25])[N:19]([CH3:28])[C:18]2=[O:29])=[CH:12][C:3]=1[O:4][C:5]1[CH:10]=[CH:9][CH:8]=[CH:7][C:6]=1[OH:11].C(=O)([O-])[O-].[K+].[K+].Br[CH:37]([CH3:42])[C:38]([O:40][CH3:41])=[O:39].